Dataset: Experimentally validated miRNA-target interactions with 360,000+ pairs, plus equal number of negative samples. Task: Binary Classification. Given a miRNA mature sequence and a target amino acid sequence, predict their likelihood of interaction. (1) The miRNA is hsa-miR-8074 with sequence CUAUGGCGAGACUGGCAUGUACUC. The protein sequence of the target gene is MVDQLRERTTMADPLRERTELLLADYLGYCAREPGTPEPAPSTPEAAVLRSAAARLRQIHRSFFSAYLGYPGNRFELVALMADSVLSDSPGPTWGRVVTLVTFAGTLLERGPLVTARWKKWGFQPRLKEQEGDVARDCQRLVALLSSRLMGQHRAWLQAQGGWDGFCHFFRTPFPLAFWRKQLVQAFLSCLLTTAFIYLWTRLL. Result: 0 (no interaction). (2) The miRNA is hsa-miR-515-5p with sequence UUCUCCAAAAGAAAGCACUUUCUG. The protein sequence of the target gene is MHFSSSARAADENFDYLFKIILIGDSNVGKTCVVQHFKSGVYTETQQNTIGVDFTVRSLDIDGKKVKMQVWDTAGQERFRTITQSYYRSAHAAIIAYDLTRRSTFESIPHWIHEIEKYGAANVVIMLIGNKCDLWEKRHVLFEDACTLAEKYGLLAVLETSAKESKNIEEVFVLMAKELIARNSLHLYGESALNGLPLDSSPVLMAQGPSEKTHCTC. Result: 1 (interaction). (3) The miRNA is mmu-miR-296-3p with sequence GAGGGUUGGGUGGAGGCUCUCC. The protein sequence of the target gene is MDADSLLLSLELASGSGQGLSPDRRASLLTSLMLVKRDYRYDRVLFWGRILGLVADYYIAQGLSEDQLAPRKTLYSLNCTEWSLLPPATEEMVAQSSVVKGRFMGDPSYEYEHTELQKVNEGEKVFEEEIVVQIKEETRLVSVIDQIDKAVAIIPRGALFKTPFGPTHVNRTFEGLSLSEAKKLSSYFHFREPVELKNKTLLEKADLDPSLDFMDSLEHDIPKGSWSIQMERGNALVVLRSLLWPGLTFYHAPRTKNYGYVYVGTGEKNMDLPFML. Result: 0 (no interaction). (4) The miRNA is hsa-miR-556-3p with sequence AUAUUACCAUUAGCUCAUCUUU. The protein sequence of the target gene is METQQVDAVTFEDVAVDFTQEEWTSLDPVQRNLYRDVMLENYQNLATVGGQMFKPSLISWLEKKVELTVIEQGILQEWEMHLKTKRTALQQDRFWSDMSNGMQLGREHSGGEPGDPVQVGAVFSEDSCPQTHSSTSNTGNTFACNLDGKDFQPLLKETSTEENIVQLNQCVKPLIFTPDVSQKKCTPEKSVECSDCGETFVNQLELQTHSSSHREKNIHKSEECGQASTHPISHGGHVIPTEKKYYECKKCEKFFTHPVYLNIHMQSHTVEKPYDCKECGKAFTERSSLIVHLRQHTREK.... Result: 0 (no interaction). (5) The miRNA is mmu-miR-340-5p with sequence UUAUAAAGCAAUGAGACUGAUU. The protein sequence of the target gene is MAGQDSGNLKTVRLWRDAALRARKLRSNLRQLTLSCPGAGGDPLESPDAPQLVLPANIGDIEVLNLGNNGLEDVPEGLGSALGSLRVLVLRRNRFARLPPAVAELGHHLTELDVSHNRLTILGAEVVSALRELRKLNLSHNQLPALPAQLGALAHLEELDVSFNRLAHLPDSFSCLNHLRTLDVDHNQLTAFPQQLLQLAALEELDVSSNRLRGLPEDISALRALKILWLSGAELGTLPRGFCELASLESLMLDNNGLQALPDEFSRLQRLKMLNLSSNLFEEFPAALLPLAGLEELYLS.... Result: 1 (interaction).